From a dataset of Forward reaction prediction with 1.9M reactions from USPTO patents (1976-2016). Predict the product of the given reaction. (1) Given the reactants [CH2:1]([N:3]([CH2:14][CH3:15])[C:4](=[O:13])[C:5]1[CH:10]=[CH:9][C:8]([I:11])=[C:7]([OH:12])[CH:6]=1)[CH3:2].C(=O)([O-])[O-].[K+].[K+].FC(F)(F)S(O[CH2:28][C:29]([F:32])([F:31])[F:30])(=O)=O, predict the reaction product. The product is: [CH2:14]([N:3]([CH2:1][CH3:2])[C:4](=[O:13])[C:5]1[CH:10]=[CH:9][C:8]([I:11])=[C:7]([O:12][CH2:28][C:29]([F:32])([F:31])[F:30])[CH:6]=1)[CH3:15]. (2) The product is: [Si:22]([O:4][CH:3]([C:5]1[CH:6]=[CH:7][C:8]2[NH:14][C:13](=[O:15])[CH2:12][CH2:11][CH2:10][C:9]=2[CH:16]=1)[CH2:2][Cl:1])([C:25]([CH3:28])([CH3:27])[CH3:26])([CH3:24])[CH3:23]. Given the reactants [Cl:1][CH2:2][CH:3]([C:5]1[CH:6]=[CH:7][C:8]2[NH:14][C:13](=[O:15])[CH2:12][CH2:11][CH2:10][C:9]=2[CH:16]=1)[OH:4].N1C=CN=C1.[Si:22](Cl)([C:25]([CH3:28])([CH3:27])[CH3:26])([CH3:24])[CH3:23], predict the reaction product. (3) Given the reactants [OH:1][C:2]1[CH:10]=[C:9]([N+:11]([O-:13])=[O:12])[CH:8]=[CH:7][C:3]=1[C:4]([OH:6])=[O:5].[C:14](OC(=O)C)(=[O:16])[CH3:15], predict the reaction product. The product is: [C:14]([O:1][C:2]1[CH:10]=[C:9]([N+:11]([O-:13])=[O:12])[CH:8]=[CH:7][C:3]=1[C:4]([OH:6])=[O:5])(=[O:16])[CH3:15]. (4) Given the reactants CC1C=CC(S(O[CH2:12][C@@H:13]2[O:18][C:17]3[CH:19]=[C:20]([S:24]([CH3:27])(=[O:26])=[O:25])[CH:21]=[C:22]([Cl:23])[C:16]=3[O:15][CH2:14]2)(=O)=O)=CC=1.[CH3:28][NH:29][CH2:30][CH3:31], predict the reaction product. The product is: [Cl:23][C:22]1[C:16]2[O:15][CH2:14][C@H:13]([CH2:12][N:29]([CH3:28])[CH2:30][CH3:31])[O:18][C:17]=2[CH:19]=[C:20]([S:24]([CH3:27])(=[O:25])=[O:26])[CH:21]=1. (5) Given the reactants [C:1]1([C:7]2[N:12]=[C:11]3[C:13]4[CH:19]=[CH:18][CH:17]=[CH:16][C:14]=4[O:15][C:10]3=[C:9](O)[CH:8]=2)[CH:6]=[CH:5][CH:4]=[CH:3][CH:2]=1.O=P(Cl)(Cl)[Cl:23], predict the reaction product. The product is: [Cl:23][C:9]1[CH:8]=[C:7]([C:1]2[CH:6]=[CH:5][CH:4]=[CH:3][CH:2]=2)[N:12]=[C:11]2[C:13]3[CH:19]=[CH:18][CH:17]=[CH:16][C:14]=3[O:15][C:10]=12. (6) The product is: [CH3:10][C:5]1[CH:4]=[C:3]([C:11]2[CH:15]=[CH:14][N:13]([CH3:16])[N:12]=2)[C:2]([CH3:1])=[CH:7][C:6]=1[OH:8]. Given the reactants [CH3:1][C:2]1[CH:7]=[C:6]([O:8]C)[C:5]([CH3:10])=[CH:4][C:3]=1[C:11]1[CH:15]=[CH:14][N:13]([CH3:16])[N:12]=1.Br, predict the reaction product. (7) Given the reactants [Cl:1][C:2]1[CH:3]=[C:4]([C:8]2[O:12][C:11]([CH2:13][CH2:14][C:15](NN)=[O:16])=[N:10][N:9]=2)[CH:5]=[CH:6][CH:7]=1.ClC1C=C(C2[O:30][C:29](CCC(O)=O)=NN=2)C=CC=1.IC.C([O-])([O-])=O.[K+].[K+], predict the reaction product. The product is: [CH3:29][O:30][C:15](=[O:16])[CH2:14][CH2:13][C:11]1[O:12][C:8]([C:4]2[CH:5]=[CH:6][CH:7]=[C:2]([Cl:1])[CH:3]=2)=[N:9][N:10]=1. (8) Given the reactants [C:1]([C:3]1[CH:8]=[CH:7][C:6]([NH:9][C:10]([C:12]2[CH:20]=[C:19]3[C:15]([CH2:16][CH2:17][N:18]3[S:21]([C:24]3[CH:29]=[CH:28][CH:27]=[C:26]([Cl:30])[CH:25]=3)(=[O:23])=[O:22])=[CH:14][CH:13]=2)=[O:11])=[CH:5][C:4]=1[C:31]([F:34])([F:33])[F:32])#[N:2].[N-:35]=[N+:36]=[N-:37].[Na+].[Cl-].[NH4+], predict the reaction product. The product is: [NH:35]1[C:1]([C:3]2[CH:8]=[CH:7][C:6]([NH:9][C:10]([C:12]3[CH:20]=[C:19]4[C:15]([CH2:16][CH2:17][N:18]4[S:21]([C:24]4[CH:29]=[CH:28][CH:27]=[C:26]([Cl:30])[CH:25]=4)(=[O:22])=[O:23])=[CH:14][CH:13]=3)=[O:11])=[CH:5][C:4]=2[C:31]([F:34])([F:32])[F:33])=[N:2][N:37]=[N:36]1. (9) Given the reactants C([SiH](CC)CC)C.O[C:9]1([C:25]2[C:35]([OH:36])=[CH:34][C:28]3[N:29]([CH3:33])[CH2:30][CH2:31][O:32][C:27]=3[CH:26]=2)[C:17]2[C:12](=[CH:13][CH:14]=[CH:15][CH:16]=2)[N:11]([CH2:18][C@H:19]2[CH2:23][CH2:22][CH2:21][O:20]2)[C:10]1=[O:24].[F:37][C:38]([F:43])([F:42])[C:39]([OH:41])=[O:40], predict the reaction product. The product is: [F:37][C:38]([F:43])([F:42])[C:39]([OH:41])=[O:40].[OH:36][C:35]1[C:25]([CH:9]2[C:17]3[C:12](=[CH:13][CH:14]=[CH:15][CH:16]=3)[N:11]([CH2:18][C@H:19]3[CH2:23][CH2:22][CH2:21][O:20]3)[C:10]2=[O:24])=[CH:26][C:27]2[O:32][CH2:31][CH2:30][N:29]([CH3:33])[C:28]=2[CH:34]=1. (10) Given the reactants [Br:1][C:2]1[CH:3]=[CH:4][C:5]([C:13]([OH:15])=O)=[N:6][C:7]=1[S:8]([CH:10]([CH3:12])[CH3:11])=[O:9].[NH2:16][C:17]1([CH2:21][C:22]([NH2:24])=[O:23])[CH2:20][O:19][CH2:18]1.CN(C(ON1N=NC2C=CC=CC1=2)=[N+](C)C)C.[B-](F)(F)(F)F.CCN(C(C)C)C(C)C, predict the reaction product. The product is: [C:22]([CH2:21][C:17]1([NH:16][C:13]([C:5]2[CH:4]=[CH:3][C:2]([Br:1])=[C:7]([S:8]([CH:10]([CH3:11])[CH3:12])=[O:9])[N:6]=2)=[O:15])[CH2:20][O:19][CH2:18]1)(=[O:23])[NH2:24].